This data is from Forward reaction prediction with 1.9M reactions from USPTO patents (1976-2016). The task is: Predict the product of the given reaction. (1) The product is: [CH3:1][O:2][C:3](=[O:4])[C:5]1[CH:10]=[CH:9][C:8]([CH2:17][CH2:16][CH:15]([NH:33][C@@H:31]([C:21]2[C:30]3[C:25](=[CH:26][CH:27]=[CH:28][CH:29]=3)[CH:24]=[CH:23][CH:22]=2)[CH3:32])[CH3:14])=[CH:7][CH:6]=1. Given the reactants [CH3:1][O:2][C:3]([C:5]1[CH:10]=[CH:9][C:8](B(O)O)=[CH:7][CH:6]=1)=[O:4].[CH3:14][C:15](=O)[CH:16]=[CH2:17].[Li+].[OH-].[C:21]1([C@H:31]([NH2:33])[CH3:32])[C:30]2[C:25](=[CH:26][CH:27]=[CH:28][CH:29]=2)[CH:24]=[CH:23][CH:22]=1.[BH-](OC(C)=O)(OC(C)=O)OC(C)=O.[Na+].C(O)(=O)C, predict the reaction product. (2) Given the reactants [NH2:1][C:2]1[CH:7]=[CH:6][CH:5]=[CH:4][C:3]=1[B:8]1[O:16][C:13]([CH3:15])([CH3:14])[C:10]([CH3:12])([CH3:11])[O:9]1.[K+].[C:18]([C:20]1[N:21]=[C:22]([C:33]([O-])=[O:34])[N:23]([CH2:25][O:26][CH2:27][CH2:28][Si:29]([CH3:32])([CH3:31])[CH3:30])[CH:24]=1)#[N:19], predict the reaction product. The product is: [CH3:12][C:10]1([CH3:11])[C:13]([CH3:15])([CH3:14])[O:16][B:8]([C:3]2[CH:4]=[CH:5][CH:6]=[CH:7][C:2]=2[NH:1][C:33]([C:22]2[N:23]([CH2:25][O:26][CH2:27][CH2:28][Si:29]([CH3:32])([CH3:31])[CH3:30])[CH:24]=[C:20]([C:18]#[N:19])[N:21]=2)=[O:34])[O:9]1. (3) Given the reactants [CH3:1][O:2][C:3](=[O:11])[C:4]1[CH:9]=[CH:8][C:7]([NH2:10])=[CH:6][CH:5]=1.[CH3:12][O:13][C:14]1[CH:15]=[C:16]([CH:19]=[CH:20][CH:21]=1)[CH:17]=O, predict the reaction product. The product is: [CH3:1][O:2][C:3](=[O:11])[C:4]1[CH:9]=[CH:8][C:7]([N:10]=[CH:17][C:16]2[CH:19]=[CH:20][CH:21]=[C:14]([O:13][CH3:12])[CH:15]=2)=[CH:6][CH:5]=1.